This data is from Forward reaction prediction with 1.9M reactions from USPTO patents (1976-2016). The task is: Predict the product of the given reaction. Given the reactants [Cl:1][C:2]1[CH:10]=[CH:9][CH:8]=[C:7]2[C:3]=1[C:4]([C:15]([OH:17])=O)=[CH:5][N:6]2[CH2:11][CH2:12][O:13][CH3:14].[NH2:18][CH2:19][C:20]1([OH:28])[CH2:25][CH2:24][C:23]([F:27])([F:26])[CH2:22][CH2:21]1.CN(C(ON1N=NC2C=CC=NC1=2)=[N+](C)C)C.F[P-](F)(F)(F)(F)F.CCN(C(C)C)C(C)C, predict the reaction product. The product is: [Cl:1][C:2]1[CH:10]=[CH:9][CH:8]=[C:7]2[C:3]=1[C:4]([C:15]([NH:18][CH2:19][C:20]1([OH:28])[CH2:21][CH2:22][C:23]([F:27])([F:26])[CH2:24][CH2:25]1)=[O:17])=[CH:5][N:6]2[CH2:11][CH2:12][O:13][CH3:14].